Dataset: Reaction yield outcomes from USPTO patents with 853,638 reactions. Task: Predict the reaction yield, written as a fraction of the theoretical maximum amount of product (1.0 means a 100% yield; for example, 0.34 means a 34% yield). (1) The product is [C:1]([O:5][C:6]([N:8]1[CH2:9][CH2:10][CH:11]([C:14](=[O:19])[C:25]2[CH:26]=[CH:27][C:22]([O:21][CH3:20])=[C:23]([CH3:30])[CH:24]=2)[CH2:12][CH2:13]1)=[O:7])([CH3:2])([CH3:3])[CH3:4]. The yield is 0.510. The catalyst is [NH4+].[Cl-]. The reactants are [C:1]([O:5][C:6]([N:8]1[CH2:13][CH2:12][CH:11]([C:14](=[O:19])N(OC)C)[CH2:10][CH2:9]1)=[O:7])([CH3:4])([CH3:3])[CH3:2].[CH3:20][O:21][C:22]1[CH:27]=[CH:26][C:25]([Mg]Br)=[CH:24][C:23]=1[CH3:30]. (2) The reactants are [CH2:1]([C@@H:3]1[CH2:7][C:6](=[O:8])[CH2:5][C@@H:4]1[C:9](OCC)=[O:10])[CH3:2].[H-].[H-].[H-].[H-].[Li+].[Al+3].[OH-].[Na+].[O-]S([O-])(=O)=O.[Na+].[Na+]. The catalyst is C1COCC1.O. The product is [CH2:1]([C@H:3]1[C@@H:4]([CH2:9][OH:10])[CH2:5][CH:6]([OH:8])[CH2:7]1)[CH3:2]. The yield is 1.00.